This data is from Full USPTO retrosynthesis dataset with 1.9M reactions from patents (1976-2016). The task is: Predict the reactants needed to synthesize the given product. (1) Given the product [F:2][C:3]1[CH:4]=[CH:5][C:6]([C:7]([NH:9][C:10]2([C:16]([NH:18][CH:19]3[CH2:24][CH2:23][N:22]([C:29]4[CH:34]=[CH:33][C:32]([F:35])=[CH:31][C:30]=4[C:36]([F:37])([F:39])[F:38])[CH2:21][C:20]3=[O:25])=[O:17])[CH2:11][CH2:12][CH2:13][CH2:14][CH2:15]2)=[O:8])=[CH:26][CH:27]=1, predict the reactants needed to synthesize it. The reactants are: Cl.[F:2][C:3]1[CH:27]=[CH:26][C:6]([C:7]([NH:9][C:10]2([C:16]([NH:18][CH:19]3[CH2:24][CH2:23][NH:22][CH2:21][CH:20]3[OH:25])=[O:17])[CH2:15][CH2:14][CH2:13][CH2:12][CH2:11]2)=[O:8])=[CH:5][CH:4]=1.Br[C:29]1[CH:34]=[CH:33][C:32]([F:35])=[CH:31][C:30]=1[C:36]([F:39])([F:38])[F:37]. (2) Given the product [F:1][C:2]([F:11])([F:12])[O:3][C:4]1[CH:5]=[CH:6][C:7]([O:10][CH:14]([CH2:20][CH3:21])[C:15]([O:17][CH2:18][CH3:19])=[O:16])=[CH:8][CH:9]=1, predict the reactants needed to synthesize it. The reactants are: [F:1][C:2]([F:12])([F:11])[O:3][C:4]1[CH:9]=[CH:8][C:7]([OH:10])=[CH:6][CH:5]=1.Br[CH:14]([CH2:20][CH3:21])[C:15]([O:17][CH2:18][CH3:19])=[O:16].C(=O)([O-])[O-].[K+].[K+].CS(C)=O.